Dataset: Catalyst prediction with 721,799 reactions and 888 catalyst types from USPTO. Task: Predict which catalyst facilitates the given reaction. (1) Reactant: C([Li])(C)(C)C.[CH3:6][C:7]1[CH:8]=[C:9]([C:14]2[CH:19]=[CH:18][CH:17]=[CH:16][CH:15]=2)[CH:10]=[C:11]([CH3:13])[CH:12]=1.C[O:21][B:22](OC)[O:23]C.Cl. Product: [CH3:6][C:7]1[C:12]([B:22]([OH:23])[OH:21])=[C:11]([CH3:13])[CH:10]=[C:9]([C:14]2[CH:19]=[CH:18][CH:17]=[CH:16][CH:15]=2)[CH:8]=1. The catalyst class is: 7. (2) Reactant: C([Li])CCC.Br[C:7]1[CH:8]=[C:9]([CH3:16])[C:10]([O:14][CH3:15])=[C:11]([F:13])[CH:12]=1.[Br:17][C:18]1[CH:19]=[C:20]([C:24]([C:32]2[C:33]([C:38]#[N:39])=[N:34][CH:35]=[CH:36][CH:37]=2)=[N:25]S(C(C)(C)C)=O)[CH:21]=[CH:22][CH:23]=1.Cl.C([O-])(O)=O.[Na+]. Product: [Br:17][C:18]1[CH:19]=[C:20]([C:24]2([C:7]3[CH:8]=[C:9]([CH3:16])[C:10]([O:14][CH3:15])=[C:11]([F:13])[CH:12]=3)[C:32]3[C:33](=[N:34][CH:35]=[CH:36][CH:37]=3)[C:38]([NH2:39])=[N:25]2)[CH:21]=[CH:22][CH:23]=1. The catalyst class is: 1.